The task is: Regression. Given two drug SMILES strings and cell line genomic features, predict the synergy score measuring deviation from expected non-interaction effect.. This data is from NCI-60 drug combinations with 297,098 pairs across 59 cell lines. (1) Drug 1: COC1=C(C=C2C(=C1)N=CN=C2NC3=CC(=C(C=C3)F)Cl)OCCCN4CCOCC4. Drug 2: CN(C)C1=NC(=NC(=N1)N(C)C)N(C)C. Cell line: OVCAR-4. Synergy scores: CSS=19.2, Synergy_ZIP=2.01, Synergy_Bliss=5.18, Synergy_Loewe=-17.1, Synergy_HSA=2.21. (2) Drug 1: CCC1=CC2CC(C3=C(CN(C2)C1)C4=CC=CC=C4N3)(C5=C(C=C6C(=C5)C78CCN9C7C(C=CC9)(C(C(C8N6C)(C(=O)OC)O)OC(=O)C)CC)OC)C(=O)OC.C(C(C(=O)O)O)(C(=O)O)O. Drug 2: CC1C(C(CC(O1)OC2CC(CC3=C2C(=C4C(=C3O)C(=O)C5=C(C4=O)C(=CC=C5)OC)O)(C(=O)C)O)N)O.Cl. Cell line: OVCAR-8. Synergy scores: CSS=48.2, Synergy_ZIP=-6.35, Synergy_Bliss=-3.68, Synergy_Loewe=-5.88, Synergy_HSA=-2.95.